This data is from NCI-60 drug combinations with 297,098 pairs across 59 cell lines. The task is: Regression. Given two drug SMILES strings and cell line genomic features, predict the synergy score measuring deviation from expected non-interaction effect. (1) Synergy scores: CSS=-0.316, Synergy_ZIP=-0.614, Synergy_Bliss=-0.612, Synergy_Loewe=-0.223, Synergy_HSA=-0.943. Drug 1: CC12CCC(CC1=CCC3C2CCC4(C3CC=C4C5=CN=CC=C5)C)O. Drug 2: CC(C)(C#N)C1=CC(=CC(=C1)CN2C=NC=N2)C(C)(C)C#N. Cell line: BT-549. (2) Drug 1: C1=CC(=C2C(=C1NCCNCCO)C(=O)C3=C(C=CC(=C3C2=O)O)O)NCCNCCO. Drug 2: CCCCC(=O)OCC(=O)C1(CC(C2=C(C1)C(=C3C(=C2O)C(=O)C4=C(C3=O)C=CC=C4OC)O)OC5CC(C(C(O5)C)O)NC(=O)C(F)(F)F)O. Cell line: MDA-MB-231. Synergy scores: CSS=29.5, Synergy_ZIP=0.391, Synergy_Bliss=0.529, Synergy_Loewe=-6.28, Synergy_HSA=1.25. (3) Drug 1: CC=C1C(=O)NC(C(=O)OC2CC(=O)NC(C(=O)NC(CSSCCC=C2)C(=O)N1)C(C)C)C(C)C. Drug 2: CNC(=O)C1=NC=CC(=C1)OC2=CC=C(C=C2)NC(=O)NC3=CC(=C(C=C3)Cl)C(F)(F)F. Cell line: ACHN. Synergy scores: CSS=13.4, Synergy_ZIP=-4.07, Synergy_Bliss=1.55, Synergy_Loewe=-19.0, Synergy_HSA=-1.13. (4) Drug 1: C1=CC(=CC=C1CCCC(=O)O)N(CCCl)CCCl. Drug 2: C1CN1P(=S)(N2CC2)N3CC3. Cell line: OVCAR-8. Synergy scores: CSS=17.2, Synergy_ZIP=-12.3, Synergy_Bliss=-8.32, Synergy_Loewe=-23.9, Synergy_HSA=-4.87. (5) Drug 1: CCN(CC)CCNC(=O)C1=C(NC(=C1C)C=C2C3=C(C=CC(=C3)F)NC2=O)C. Drug 2: CCCCC(=O)OCC(=O)C1(CC(C2=C(C1)C(=C3C(=C2O)C(=O)C4=C(C3=O)C=CC=C4OC)O)OC5CC(C(C(O5)C)O)NC(=O)C(F)(F)F)O. Cell line: SF-295. Synergy scores: CSS=55.1, Synergy_ZIP=1.16, Synergy_Bliss=-0.340, Synergy_Loewe=-1.68, Synergy_HSA=-0.430. (6) Drug 1: CCCCCOC(=O)NC1=NC(=O)N(C=C1F)C2C(C(C(O2)C)O)O. Drug 2: CCC1(C2=C(COC1=O)C(=O)N3CC4=CC5=C(C=CC(=C5CN(C)C)O)N=C4C3=C2)O.Cl. Cell line: SK-MEL-28. Synergy scores: CSS=7.57, Synergy_ZIP=3.21, Synergy_Bliss=0.899, Synergy_Loewe=-6.13, Synergy_HSA=-2.68.